From a dataset of Forward reaction prediction with 1.9M reactions from USPTO patents (1976-2016). Predict the product of the given reaction. (1) Given the reactants [Br:1][C:2]1[N:7]=[C:6]([CH3:8])[C:5]([F:9])=[CH:4][CH:3]=1.[Mn]([O-])(=O)(=O)=[O:11].[K+].[OH2:16], predict the reaction product. The product is: [Br:1][C:2]1[N:7]=[C:6]([C:8]([OH:11])=[O:16])[C:5]([F:9])=[CH:4][CH:3]=1. (2) The product is: [CH3:12][N:3]1[C:11]2[C:6](=[CH:7][CH:8]=[CH:9][CH:10]=2)[CH2:5][CH2:4]1. Given the reactants [H-].[Na+].[NH:3]1[C:11]2[C:6](=[CH:7][CH:8]=[CH:9][CH:10]=2)[CH2:5][CH2:4]1.[CH3:12]I, predict the reaction product. (3) The product is: [NH2:5][C:4]1[C:3]([O:9][CH3:10])=[C:2]([C:18]2[CH:17]=[CH:16][CH:15]=[C:14]([C:11]([OH:13])=[O:12])[CH:19]=2)[CH:8]=[CH:7][CH:6]=1. Given the reactants Br[C:2]1[C:3]([O:9][CH3:10])=[C:4]([CH:6]=[CH:7][CH:8]=1)[NH2:5].[C:11]([C:14]1[CH:15]=[C:16](B(O)O)[CH:17]=[CH:18][CH:19]=1)([OH:13])=[O:12].C(=O)([O-])[O-].[K+].[K+], predict the reaction product. (4) Given the reactants [OH:1][C:2]1[CH:11]=[C:10]([OH:12])[C:9]([CH2:13][CH:14]=[C:15]([CH3:17])[CH3:16])=[C:8]2[C:3]=1[C:4](=[O:30])[C:5]([O:28][CH3:29])=[C:6]([C:18]1[CH:23]=[CH:22][C:21]([O:24][CH3:25])=[C:20]([O:26][CH3:27])[CH:19]=1)[O:7]2.[OH:31]S(O)(=O)=O, predict the reaction product. The product is: [OH:1][C:2]1[CH:11]=[C:10]([OH:12])[C:9]([CH2:13][CH2:14][C:15]([OH:31])([CH3:17])[CH3:16])=[C:8]2[C:3]=1[C:4](=[O:30])[C:5]([O:28][CH3:29])=[C:6]([C:18]1[CH:23]=[CH:22][C:21]([O:24][CH3:25])=[C:20]([O:26][CH3:27])[CH:19]=1)[O:7]2. (5) Given the reactants [CH2:1]([O:8][C:9]1[CH:14]=[CH:13][C:12]([N:15]([C:29]([O:31]CC(C)C)=O)[CH:16]2[CH2:21][CH2:20][N:19]([C:22]([O:24][C:25]([CH3:28])([CH3:27])[CH3:26])=[O:23])[CH2:18][CH2:17]2)=[C:11]([C:36](=[O:49])[NH:37][CH2:38][C:39]2[CH:44]=[CH:43][C:42]([O:45][CH3:46])=[C:41]([O:47][CH3:48])[CH:40]=2)[CH:10]=1)[C:2]1[CH:7]=[CH:6][CH:5]=[CH:4][CH:3]=1.[OH-].[Na+], predict the reaction product. The product is: [CH2:1]([O:8][C:9]1[CH:10]=[C:11]2[C:12](=[CH:13][CH:14]=1)[N:15]([CH:16]1[CH2:21][CH2:20][N:19]([C:22]([O:24][C:25]([CH3:26])([CH3:27])[CH3:28])=[O:23])[CH2:18][CH2:17]1)[C:29](=[O:31])[N:37]([CH2:38][C:39]1[CH:44]=[CH:43][C:42]([O:45][CH3:46])=[C:41]([O:47][CH3:48])[CH:40]=1)[C:36]2=[O:49])[C:2]1[CH:3]=[CH:4][CH:5]=[CH:6][CH:7]=1. (6) Given the reactants [C:1]([O:5][C:6]([C@@H:8]1[CH2:13][CH2:12][CH2:11][CH2:10][NH:9]1)=[O:7])([CH3:4])([CH3:3])[CH3:2].[O:14](C(OC(C)(C)C)=O)[C:15]([O:17][C:18]([CH3:21])([CH3:20])[CH3:19])=O, predict the reaction product. The product is: [C:18]([O:17][C:15]([N:9]1[CH2:10][CH2:11][CH2:12][CH2:13][C@H:8]1[C:6]([O:5][C:1]([CH3:4])([CH3:2])[CH3:3])=[O:7])=[O:14])([CH3:21])([CH3:20])[CH3:19]. (7) Given the reactants C([Li])CCC.[CH3:6]CCCCC.[O:12]1[CH:16]=[CH:15][C:14]([CH2:17][OH:18])=[CH:13]1.[C:19](=[O:21])=[O:20], predict the reaction product. The product is: [OH:18][CH2:17][C:14]1[CH:15]=[CH:16][O:12][C:13]=1[C:19]([O:21][CH3:6])=[O:20].